This data is from Full USPTO retrosynthesis dataset with 1.9M reactions from patents (1976-2016). The task is: Predict the reactants needed to synthesize the given product. (1) The reactants are: ClC1C=[CH:6][C:5]([C:8]2([OH:32])[CH2:13][CH2:12][N:11]([C:14](=[O:31])[C@H:15]([NH:19][C:20]([C:22]3[CH:23]=[C:24]([CH:28]=[CH:29][CH:30]=3)[C:25](O)=[O:26])=[O:21])[CH:16]([CH3:18])[CH3:17])[CH2:10]C2)=[CH:4]C=1.[CH:33]1[CH:34]=[CH:35][C:36]2N(O)N=N[C:37]=2[CH:38]=1.[CH2:43](Cl)[CH2:44]Cl.[ClH:47].[C:48]([O:51]NCC)(=[O:50])[CH3:49].CC[N:57](C(C)C)C(C)C. Given the product [Cl:47][C:33]1[CH:34]=[CH:35][C:36]([C@@:8]2([OH:32])[CH2:13][CH2:12][N:11]([C:14](=[O:31])[C@H:15]([NH:19][C:20]([C:22]3[CH:23]=[C:24]([CH:28]=[CH:29][CH:30]=3)[C:25]([NH:57][CH2:49][C:48]([O:51][CH2:43][CH3:44])=[O:50])=[O:26])=[O:21])[CH:16]([CH3:17])[CH3:18])[CH2:10][C:5]2([CH3:4])[CH3:6])=[CH:37][CH:38]=1, predict the reactants needed to synthesize it. (2) Given the product [Cl:41][C:42]1[S:46][C:45]([S:47]([NH:50][C:6]([NH:7][CH:8]2[CH2:9][N:10]([C:12]3[C:17]([C:18]#[N:19])=[CH:16][C:15]([C:20]4[O:21][C:22]([CH2:25][CH3:26])=[CH:23][N:24]=4)=[C:14]([CH3:27])[N:13]=3)[CH2:11]2)=[O:28])(=[O:49])=[O:48])=[CH:44][CH:43]=1, predict the reactants needed to synthesize it. The reactants are: C(O[C:6](=[O:28])[NH:7][CH:8]1[CH2:11][N:10]([C:12]2[C:17]([C:18]#[N:19])=[CH:16][C:15]([C:20]3[O:21][C:22]([CH2:25][CH3:26])=[CH:23][N:24]=3)=[C:14]([CH3:27])[N:13]=2)[CH2:9]1)(C)(C)C.C(N1C=CN=C1)(N1C=CN=C1)=O.[Cl:41][C:42]1[S:46][C:45]([S:47]([NH2:50])(=[O:49])=[O:48])=[CH:44][CH:43]=1.C(N(CC)CC)C. (3) Given the product [C:1]([O:5][C:6]([N:8]1[C:16]2[CH2:15][CH2:14][N:13]([C:17]3[N:66]([CH3:65])[N:67]=[C:19]([CH:21]4[CH2:23][CH2:22]4)[CH:18]=3)[CH2:12][C:11]=2[CH:10]=[C:9]1[C:25]1[C:26]([F:32])=[CH:27][CH:28]=[CH:29][C:30]=1[F:31])=[O:7])([CH3:3])([CH3:2])[CH3:4].[C:1]([O:5][C:6]([N:8]1[C:16]2[CH2:15][CH2:14][N:13]([C:17]3[CH:18]=[C:19]([CH:21]4[CH2:23][CH2:22]4)[N:66]([CH3:65])[N:67]=3)[CH2:12][C:11]=2[CH:10]=[C:9]1[C:25]1[C:26]([F:32])=[CH:27][CH:28]=[CH:29][C:30]=1[F:31])=[O:7])([CH3:3])([CH3:2])[CH3:4], predict the reactants needed to synthesize it. The reactants are: [C:1]([O:5][C:6]([N:8]1[C:16]2[CH2:15][CH2:14][N:13]([C:17](=S)[CH2:18][C:19]([CH:21]3[CH2:23][CH2:22]3)=O)[CH2:12][C:11]=2[CH:10]=[C:9]1[C:25]1[C:30]([F:31])=[CH:29][CH:28]=[CH:27][C:26]=1[F:32])=[O:7])([CH3:4])([CH3:3])[CH3:2].C(OC(N1C2NCC(C(=S)CC(C3CC3)=S)CC=2C=C1C1C(F)=CC=CC=1F)=O)(C)(C)C.[CH3:65][NH:66][NH2:67]. (4) Given the product [Cl:13][C:14]1[CH:15]=[C:16]([F:36])[C:17]([C:30]2[N:31]=[N:32][N:33]([CH3:35])[N:34]=2)=[C:18]([C:20]2[CH:21]=[C:22]([F:29])[C:23]([C@H:26]([NH:28][C:8]([C:5]3([OH:11])[CH2:4][CH2:3][C:2]([F:1])([F:12])[CH2:7][CH2:6]3)=[O:10])[CH3:27])=[N:24][CH:25]=2)[CH:19]=1, predict the reactants needed to synthesize it. The reactants are: [F:1][C:2]1([F:12])[CH2:7][CH2:6][C:5]([OH:11])([C:8]([OH:10])=O)[CH2:4][CH2:3]1.[Cl:13][C:14]1[CH:15]=[C:16]([F:36])[C:17]([C:30]2[N:31]=[N:32][N:33]([CH3:35])[N:34]=2)=[C:18]([C:20]2[CH:21]=[C:22]([F:29])[C:23]([C@H:26]([NH2:28])[CH3:27])=[N:24][CH:25]=2)[CH:19]=1.C1C=CC2N(O)N=NC=2C=1.CCN=C=NCCCN(C)C.C(N(CC)CC)C.C(=O)(O)[O-].[Na+]. (5) Given the product [ClH:24].[CH3:4][C:2]([C:5]1[CH:6]=[C:7]([C:16]2[N:17]=[C:18]([CH2:21][NH:22][CH3:23])[S:19][CH:20]=2)[CH:8]=[C:9]([C:12]([CH3:13])([CH3:14])[CH3:15])[C:10]=1[OH:11])([CH3:1])[CH3:3], predict the reactants needed to synthesize it. The reactants are: [CH3:1][C:2]([C:5]1[CH:6]=[C:7]([C:16]2[N:17]=[C:18]([CH2:21][NH:22][CH3:23])[S:19][CH:20]=2)[CH:8]=[C:9]([C:12]([CH3:15])([CH3:14])[CH3:13])[C:10]=1[OH:11])([CH3:4])[CH3:3].[ClH:24]. (6) Given the product [C:1]([O:5][C:6]([NH:8][CH2:9][C:10]1[CH:11]=[C:12]([C:16]2[CH:21]=[C:20]([C:22]3[S:24][CH2:46][C:47](=[O:48])[N:23]=3)[CH:19]=[C:18]([O:25][C:26]3[N:31]=[C:30]([O:32][C@H:33]([CH2:41][CH3:42])[C:34]([O:36][C:37]([CH3:40])([CH3:39])[CH3:38])=[O:35])[C:29]([F:43])=[CH:28][C:27]=3[F:44])[CH:17]=2)[CH:13]=[CH:14][CH:15]=1)=[O:7])([CH3:2])([CH3:4])[CH3:3], predict the reactants needed to synthesize it. The reactants are: [C:1]([O:5][C:6]([NH:8][CH2:9][C:10]1[CH:11]=[C:12]([C:16]2[CH:21]=[C:20]([C:22](=[S:24])[NH2:23])[CH:19]=[C:18]([O:25][C:26]3[N:31]=[C:30]([O:32][C@H:33]([CH2:41][CH3:42])[C:34]([O:36][C:37]([CH3:40])([CH3:39])[CH3:38])=[O:35])[C:29]([F:43])=[CH:28][C:27]=3[F:44])[CH:17]=2)[CH:13]=[CH:14][CH:15]=1)=[O:7])([CH3:4])([CH3:3])[CH3:2].Br[CH2:46][C:47](Br)=[O:48].O. (7) Given the product [CH2:1]([O:3][C:7]1[N:12]=[C:11]([O:13][CH2:14][C:15]2[CH:20]=[CH:19][CH:18]=[CH:17][C:16]=2[C:21]([F:24])([F:23])[F:22])[N:10]=[C:9]([NH:25][C:26]2[CH:31]=[CH:30][C:29]([C:32]([F:33])([F:34])[F:35])=[CH:28][CH:27]=2)[N:8]=1)[CH3:2], predict the reactants needed to synthesize it. The reactants are: [CH2:1]([OH:3])[CH3:2].[H-].[Na+].Cl[C:7]1[N:12]=[C:11]([O:13][CH2:14][C:15]2[CH:20]=[CH:19][CH:18]=[CH:17][C:16]=2[C:21]([F:24])([F:23])[F:22])[N:10]=[C:9]([NH:25][C:26]2[CH:31]=[CH:30][C:29]([C:32]([F:35])([F:34])[F:33])=[CH:28][CH:27]=2)[N:8]=1.